This data is from Forward reaction prediction with 1.9M reactions from USPTO patents (1976-2016). The task is: Predict the product of the given reaction. (1) Given the reactants [CH2:1]([C@@H:5]([C:12]([N:14]1[CH2:18][CH2:17][CH2:16][C@H:15]1[C:19]([O:21][C:22]([CH3:25])([CH3:24])[CH3:23])=[O:20])=[O:13])[C@H:6](O)[C:7]([O:9][CH3:10])=[O:8])[CH2:2][CH2:3][CH3:4].N1C=CC=CC=1.S(OS(C(F)(F)F)(=O)=O)(C(F)(F)[F:36])(=O)=O, predict the reaction product. The product is: [CH2:1]([C@@H:5]([C:12]([N:14]1[CH2:18][CH2:17][CH2:16][C@H:15]1[C:19]([O:21][C:22]([CH3:25])([CH3:24])[CH3:23])=[O:20])=[O:13])[C@@H:6]([F:36])[C:7]([O:9][CH3:10])=[O:8])[CH2:2][CH2:3][CH3:4]. (2) Given the reactants O[CH2:2][C:3]1[CH:8]=[CH:7][C:6](B(O)O)=[CH:5][CH:4]=1.[C:12]([C:14]1[CH:21]=[CH:20][C:17](CO)=[CH:16][CH:15]=1)#[CH:13].C([N:24](C(C)C)C(C)C)C, predict the reaction product. The product is: [C:3]1([C:2]2[CH:13]=[CH:12][C:14]3[C:21](=[CH:20][CH:17]=[CH:16][CH:15]=3)[N:24]=2)[CH:8]=[CH:7][CH:6]=[CH:5][CH:4]=1.